Dataset: Catalyst prediction with 721,799 reactions and 888 catalyst types from USPTO. Task: Predict which catalyst facilitates the given reaction. (1) Reactant: [CH:1]([NH:4][C:5]([N:7]1[CH2:12][C:11](=[O:13])[N:10]2[CH:14]([C:17]3[CH:22]=[CH:21][CH:20]=[CH:19][CH:18]=3)[CH2:15][CH2:16][CH:9]2[CH2:8]1)=[O:6])([CH3:3])[CH3:2].C[Si]([N-][Si](C)(C)C)(C)C.[Li+].C1COCC1.[C:38](OCC)(=[O:44])[C:39](OCC)=[O:40]. Product: [OH:44][C:38]1[C:39](=[O:40])[N:4]([CH:1]([CH3:3])[CH3:2])[C:5](=[O:6])[N:7]2[CH2:8][C@@H:9]3[CH2:16][CH2:15][C@H:14]([C:17]4[CH:22]=[CH:21][CH:20]=[CH:19][CH:18]=4)[N:10]3[C:11](=[O:13])[C:12]=12. The catalyst class is: 3. (2) Reactant: C[O:2][C:3]([C:5]1[CH:6]=[CH:7][C:8]2[O:17][CH2:16][CH2:15][C:14]3[CH:13]=[C:12]([C:18]4[N:22]([C:23]5[CH:28]=[CH:27][C:26]([F:29])=[CH:25][C:24]=5[F:30])[CH:21]=[N:20][N:19]=4)[S:11][C:10]=3[C:9]=2[CH:31]=1)=[O:4].[OH-].[Na+].Cl. Product: [F:30][C:24]1[CH:25]=[C:26]([F:29])[CH:27]=[CH:28][C:23]=1[N:22]1[CH:21]=[N:20][N:19]=[C:18]1[C:12]1[S:11][C:10]2[C:9]3[CH:31]=[C:5]([C:3]([OH:4])=[O:2])[CH:6]=[CH:7][C:8]=3[O:17][CH2:16][CH2:15][C:14]=2[CH:13]=1. The catalyst class is: 219.